The task is: Predict the reaction yield, written as a fraction of the theoretical maximum amount of product (1.0 means a 100% yield; for example, 0.34 means a 34% yield).. This data is from Reaction yield outcomes from USPTO patents with 853,638 reactions. (1) The reactants are [CH2:1]([O:3][C:4](=[O:14])[C:5]#[C:6][C:7]1[CH:12]=[CH:11][CH:10]=[C:9]([Cl:13])[CH:8]=1)[CH3:2].[C:15]([O:19][C:20]([N:22]1[C:31]2[C:26](=[CH:27][CH:28]=[C:29]([CH2:32][CH2:33][O:34][C:35]3[CH:36]=[C:37]4[C:41](=[CH:42][CH:43]=3)[NH:40][CH:39]=[CH:38]4)[N:30]=2)[CH2:25][CH2:24][CH2:23]1)=[O:21])([CH3:18])([CH3:17])[CH3:16]. No catalyst specified. The product is [C:15]([O:19][C:20]([N:22]1[C:31]2[C:26](=[CH:27][CH:28]=[C:29]([CH2:32][CH2:33][O:34][C:35]3[CH:36]=[C:37]4[C:41](=[CH:42][CH:43]=3)[N:40]([C:6]([C:7]3[CH:12]=[CH:11][CH:10]=[C:9]([Cl:13])[CH:8]=3)=[CH:5][C:4]([O:3][CH2:1][CH3:2])=[O:14])[CH:39]=[CH:38]4)[N:30]=2)[CH2:25][CH2:24][CH2:23]1)=[O:21])([CH3:18])([CH3:16])[CH3:17]. The yield is 0.900. (2) The reactants are [C:1](=[O:4])([O-])[O-].[K+].[K+].CS(N)(=O)=O.[Br:12][C:13]1[CH:25]=[CH:24][C:23]2[C:22]3[C:17](=[CH:18][C:19]([Br:26])=[CH:20][CH:21]=3)[C:16]3([CH2:30][CH:29]=C[CH2:27]3)[C:15]=2[CH:14]=1.S([O-])([O-])=[O:32].[Na+].[Na+]. The catalyst is CCOC(C)=O.C([Fe-3](C#N)(C#N)(C#N)(C#N)C#N)#N.O.O.[O-][Os]([O-])(=O)=O.[K+].[K+].C([C@H]1CN2CC[C@H]1C[C@@H]2[C@H](C1C2C(=CC=C(OC)C=2)N=CC=1)OC1C2C(=CC=CC=2)C(O[C@H]([C@H]2C[C@@H]3CCN2C[C@@H]3CC)C2C3C(=CC=C(OC)C=3)N=CC=2)=NN=1)C.C(O)(C)(C)C.O. The product is [Br:12][C:13]1[CH:25]=[CH:24][C:23]2[C:22]3[C:17](=[CH:18][C:19]([Br:26])=[CH:20][CH:21]=3)[C:16]3([CH2:30][C@@H:29]([OH:32])[C@@H:1]([OH:4])[CH2:27]3)[C:15]=2[CH:14]=1. The yield is 0.917. (3) The yield is 0.850. The catalyst is [Pd]. The product is [C:1]([N:28]([C:47](=[O:76])[CH2:52][CH2:51][CH2:50][CH2:49][CH2:48][NH2:44])[C@@H:27]([C:26]([OH:25])=[O:36])[CH2:29][C:30]1[CH:31]=[CH:32][CH:33]=[CH:34][CH:35]=1)([O:3][C:4]([CH3:7])([CH3:6])[CH3:5])=[O:2]. The reactants are [C:1](C(CCCCN)C(O)=O)([O:3][C:4]([CH3:7])([CH3:6])[CH3:5])=[O:2].Cl.C([O:25][C:26](=[O:36])[C@@H:27]([CH2:29][C:30]1[CH:35]=[CH:34][CH:33]=[CH:32][CH:31]=1)[NH2:28])C1C=CC=CC=1.F[P-](F)(F)(F)(F)F.[N:44]1(O[P+](N(C)C)(N(C)C)N(C)C)[C:48]2[CH:49]=[CH:50][CH:51]=[CH:52][C:47]=2N=N1.CCN(C(C)C)C(C)C.C.C([OH:76])C. (4) The reactants are [F:1][C:2]1[CH:7]=[CH:6][C:5]([CH:8]=[CH:9][CH2:10][CH2:11][CH2:12][CH2:13][CH2:14][C:15]([OH:17])=[O:16])=[CH:4][C:3]=1[CH3:18]. The catalyst is CO.[Pd]. The product is [F:1][C:2]1[CH:7]=[CH:6][C:5]([CH2:8][CH2:9][CH2:10][CH2:11][CH2:12][CH2:13][CH2:14][C:15]([OH:17])=[O:16])=[CH:4][C:3]=1[CH3:18]. The yield is 0.950. (5) The reactants are [OH:1][CH2:2][C:3]#[C:4][C:5]1[CH:6]=[C:7]([S:11]([NH:14][C:15]2[CH:20]=[CH:19][CH:18]=[CH:17][CH:16]=2)(=[O:13])=[O:12])[CH:8]=[CH:9][CH:10]=1. The catalyst is CC(OI1(OC(C)=O)(OC(C)=O)OC(=O)C2C=CC=CC1=2)=O.C(Cl)Cl. The product is [O:1]=[CH:2][C:3]#[C:4][C:5]1[CH:6]=[C:7]([S:11]([NH:14][C:15]2[CH:16]=[CH:17][CH:18]=[CH:19][CH:20]=2)(=[O:13])=[O:12])[CH:8]=[CH:9][CH:10]=1. The yield is 0.720.